Predict the reactants needed to synthesize the given product. From a dataset of Full USPTO retrosynthesis dataset with 1.9M reactions from patents (1976-2016). Given the product [C:1]([O:5][C:6](=[O:7])[NH:8][C@@H:9]([CH2:10][N:18]=[N+:19]=[N-:20])[CH2:16][CH3:17])([CH3:4])([CH3:3])[CH3:2], predict the reactants needed to synthesize it. The reactants are: [C:1]([O:5][C:6]([NH:8][C@H:9]([CH2:16][CH3:17])[CH2:10]OS(C)(=O)=O)=[O:7])([CH3:4])([CH3:3])[CH3:2].[N-:18]=[N+:19]=[N-:20].[Na+].O.